From a dataset of Forward reaction prediction with 1.9M reactions from USPTO patents (1976-2016). Predict the product of the given reaction. (1) The product is: [Br:9][C:10]1[CH:15]=[CH:14][C:13]([N:6]2[CH:7]=[CH:8][C:4]([CH:1]([CH3:3])[CH3:2])=[N:5]2)=[CH:12][CH:11]=1. Given the reactants [CH:1]([C:4]1[CH:8]=[CH:7][NH:6][N:5]=1)([CH3:3])[CH3:2].[Br:9][C:10]1[CH:15]=[CH:14][C:13](I)=[CH:12][CH:11]=1.C(=O)([O-])[O-].[Cs+].[Cs+].CNCCNC, predict the reaction product. (2) The product is: [Br:1][C:2]1[CH:7]=[C:6]([CH:8]2[O:9][CH2:10][CH2:11][O:12]2)[CH:5]=[C:4]([O:13][CH2:20][CH3:21])[CH:3]=1. Given the reactants [Br:1][C:2]1[CH:3]=[C:4]([OH:13])[CH:5]=[C:6]([CH:8]2[O:12][CH2:11][CH2:10][O:9]2)[CH:7]=1.C([O-])([O-])=O.[K+].[K+].[CH2:20](I)[CH3:21], predict the reaction product. (3) The product is: [CH2:8]([C:12]1[N:13]([CH2:25][CH2:26][CH2:27][NH:28][S:30]([CH3:29])(=[O:32])=[O:31])[C:14]2[C:23]3[CH:22]=[CH:21][CH:20]=[CH:19][C:18]=3[N:17]=[CH:16][C:15]=2[N:24]=1)[CH2:9][CH2:10][CH3:11]. Given the reactants C(N(CC)CC)C.[CH2:8]([C:12]1[N:13]([CH2:25][CH2:26][CH2:27][NH2:28])[C:14]2[C:23]3[CH:22]=[CH:21][CH:20]=[CH:19][C:18]=3[N:17]=[CH:16][C:15]=2[N:24]=1)[CH2:9][CH2:10][CH3:11].[CH3:29][S:30](Cl)(=[O:32])=[O:31], predict the reaction product. (4) Given the reactants [CH3:1][N:2]1[C:10]2[C:5](=[CH:6][C:7]([O:11][C:12]3[N:17]=[CH:16][C:15]([NH:18][C:19](=[O:30])[C:20]4[CH:25]=[CH:24][C:23]([C:26]([F:29])([F:28])[F:27])=[CH:22][CH:21]=4)=[CH:14][CH:13]=3)=[CH:8][CH:9]=2)[CH:4]=[C:3]1[C:31]([N:33]1[CH2:38][CH2:37][NH:36][CH2:35][CH2:34]1)=[O:32].Br[CH2:40][CH:41]([CH3:43])[CH3:42].C(N(C(C)C)CC)(C)C.[I-].[Na+], predict the reaction product. The product is: [CH2:40]([N:36]1[CH2:35][CH2:34][N:33]([C:31]([C:3]2[N:2]([CH3:1])[C:10]3[C:5]([CH:4]=2)=[CH:6][C:7]([O:11][C:12]2[N:17]=[CH:16][C:15]([NH:18][C:19](=[O:30])[C:20]4[CH:25]=[CH:24][C:23]([C:26]([F:27])([F:29])[F:28])=[CH:22][CH:21]=4)=[CH:14][CH:13]=2)=[CH:8][CH:9]=3)=[O:32])[CH2:38][CH2:37]1)[CH:41]([CH3:43])[CH3:42]. (5) Given the reactants [NH2:1][C@@H:2]([CH2:33][C:34]1[CH:39]=[CH:38][CH:37]=[CH:36][CH:35]=1)[C@@H:3]([OH:32])[CH2:4][C@H:5]([NH:19][C:20]([C@@H:22]([NH:27][C:28](=[O:31])[O:29][CH3:30])[C:23]([CH3:26])([CH3:25])[CH3:24])=[O:21])[CH2:6][C:7]1[CH:12]=[CH:11][C:10]([C:13]2[CH:18]=[CH:17][CH:16]=[CH:15][N:14]=2)=[CH:9][CH:8]=1.[CH2:40]([N:47]1[CH2:51][CH2:50][N:49]([C@@H:52]([C:56]([CH3:59])([CH3:58])[CH3:57])[C:53](O)=[O:54])[C:48]1=[O:60])[C:41]1[CH:46]=[CH:45][CH:44]=[CH:43][CH:42]=1.CCOP(ON1N=NC2C=CC=CC=2C1=O)(OCC)=O.C(N(CC)C(C)C)(C)C, predict the reaction product. The product is: [CH2:40]([N:47]1[CH2:51][CH2:50][N:49]([C@@H:52]([C:56]([CH3:58])([CH3:57])[CH3:59])[C:53]([NH:1][C@@H:2]([CH2:33][C:34]2[CH:35]=[CH:36][CH:37]=[CH:38][CH:39]=2)[C@@H:3]([OH:32])[CH2:4][C@H:5]([NH:19][C:20]([C@@H:22]([NH:27][C:28](=[O:31])[O:29][CH3:30])[C:23]([CH3:26])([CH3:25])[CH3:24])=[O:21])[CH2:6][C:7]2[CH:12]=[CH:11][C:10]([C:13]3[CH:18]=[CH:17][CH:16]=[CH:15][N:14]=3)=[CH:9][CH:8]=2)=[O:54])[C:48]1=[O:60])[C:41]1[CH:42]=[CH:43][CH:44]=[CH:45][CH:46]=1. (6) Given the reactants [O:1]1[CH2:6][CH2:5][O:4][C:3]2[CH:7]=[C:8]([NH:11][S:12]([C:15]3[CH:20]=[CH:19][C:18]([C:21]#[C:22][CH2:23][NH:24][C:25](=[O:36])[CH2:26][O:27][CH2:28][C:29]4[CH:34]=[CH:33][C:32]([F:35])=[CH:31][CH:30]=4)=[CH:17][CH:16]=3)(=[O:14])=[O:13])[CH:9]=[CH:10][C:2]1=2.[CH3:37][O:38]C1C=C(C=C(OC)C=1OC)N, predict the reaction product. The product is: [F:35][C:32]1[CH:33]=[CH:34][C:29]([CH2:28][O:27][CH2:26][C:25]([NH:24][CH2:23][C:22]#[C:21][C:18]2[CH:17]=[CH:16][C:15]([S:12](=[O:13])(=[O:14])[NH:11][C:8]3[CH:7]=[C:3]([O:4][CH3:5])[C:2]([O:1][CH3:6])=[C:10]([O:38][CH3:37])[CH:9]=3)=[CH:20][CH:19]=2)=[O:36])=[CH:30][CH:31]=1. (7) The product is: [Cl:5][C:6]1[CH:7]=[CH:8][C:9]([O:20][CH2:21][C:22]2[CH:23]=[CH:24][CH:25]=[CH:26][CH:27]=2)=[C:10]([CH2:12][N:13]2[C:17]([CH3:18])=[CH:16][C:15]([NH:19][C:1](=[O:3])[CH3:2])=[N:14]2)[CH:11]=1. Given the reactants [C:1](Cl)(=[O:3])[CH3:2].[Cl:5][C:6]1[CH:7]=[CH:8][C:9]([O:20][CH2:21][C:22]2[CH:27]=[CH:26][CH:25]=[CH:24][CH:23]=2)=[C:10]([CH2:12][N:13]2[C:17]([CH3:18])=[CH:16][C:15]([NH2:19])=[N:14]2)[CH:11]=1.C(N(CC)CC)C, predict the reaction product.